This data is from Catalyst prediction with 721,799 reactions and 888 catalyst types from USPTO. The task is: Predict which catalyst facilitates the given reaction. Reactant: [Br:1][C:2]1[CH:29]=[CH:28][C:5]([CH2:6][N:7]2[CH2:11][CH2:10][C:9]3([CH2:16][CH2:15][N:14]([CH2:17][CH2:18][C:19](=[O:26])[C:20]4[CH:25]=[CH:24][CH:23]=[CH:22][CH:21]=4)[CH2:13][CH2:12]3)[C:8]2=[O:27])=[CH:4][CH:3]=1.[BH4-].[Na+]. Product: [Br:1][C:2]1[CH:3]=[CH:4][C:5]([CH2:6][N:7]2[CH2:11][CH2:10][C:9]3([CH2:16][CH2:15][N:14]([CH2:17][CH2:18][CH:19]([OH:26])[C:20]4[CH:21]=[CH:22][CH:23]=[CH:24][CH:25]=4)[CH2:13][CH2:12]3)[C:8]2=[O:27])=[CH:28][CH:29]=1. The catalyst class is: 36.